Task: Predict the reactants needed to synthesize the given product.. Dataset: Full USPTO retrosynthesis dataset with 1.9M reactions from patents (1976-2016) (1) Given the product [Cl:4][C:5]1[C:10]([Cl:11])=[CH:9][CH:8]=[CH:7][C:6]=1[NH:1][C:2]1[S:3][C:21]([C:17]2[CH:18]=[CH:19][CH:20]=[C:15]([N+:12]([O-:14])=[O:13])[CH:16]=2)=[N:23][N:24]=1, predict the reactants needed to synthesize it. The reactants are: [N-:1]=[C:2]=[S:3].[Cl:4][C:5]1[C:10]([Cl:11])=[CH:9][CH:8]=[CH:7][CH:6]=1.[N+:12]([C:15]1[CH:16]=[C:17]([C:21]([NH:23][NH2:24])=O)[CH:18]=[CH:19][CH:20]=1)([O-:14])=[O:13]. (2) Given the product [CH3:22][C@@:21]12[C@@H:13]([C@@H:5]([CH2:6][CH2:7][CH2:8][C:9]([CH3:11])([O:12][Si:35]([CH2:31][CH3:32])([CH2:37][CH3:38])[CH2:33][CH3:34])[CH3:10])[CH2:4][CH2:3][C@@H:2]([O:1][Si:35]([CH2:39][CH3:40])([CH2:37][CH3:38])[CH2:33][CH3:34])[C:24]([CH3:26])([O:27][Si:35]([CH2:39][CH3:40])([CH2:37][CH3:38])[CH2:33][CH3:34])[CH3:25])[CH2:14][CH2:15][C@H:16]1[C:17](=[O:23])[CH2:18][CH2:19][CH2:20]2, predict the reactants needed to synthesize it. The reactants are: [OH:1][C@@H:2]([C:24]([OH:27])([CH3:26])[CH3:25])[CH2:3][CH2:4][C@@H:5]([C@@H:13]1[C@:21]2([CH3:22])[C@H:16]([C:17](=[O:23])[CH2:18][CH2:19][CH2:20]2)[CH2:15][CH2:14]1)[CH2:6][CH2:7][CH2:8][C:9]([OH:12])([CH3:11])[CH3:10].N1[CH:32]=[CH:31]N=C1.[CH2:33]([Si:35]([CH2:39][CH3:40])([CH2:37][CH3:38])Cl)[CH3:34].CN(C)C=O. (3) The reactants are: [NH:1]=[C:2]([C:4]1[CH:9]=[CH:8][CH:7]=[CH:6][C:5]=1[OH:10])[CH3:3].C(=O)([O-])[O-].[K+].[K+].ClN1C(=O)CCC1=O. Given the product [CH3:3][C:2]1[C:4]2[CH:9]=[CH:8][CH:7]=[CH:6][C:5]=2[O:10][N:1]=1, predict the reactants needed to synthesize it. (4) Given the product [F:1][C:2]1[CH:3]=[CH:4][C:5]([N+:9]([O-:11])=[O:10])=[C:6]([CH:7]=1)[CH:8]=[O:21], predict the reactants needed to synthesize it. The reactants are: [F:1][C:2]1[CH:3]=[CH:4][C:5]([N+:9]([O-:11])=[O:10])=[C:6]([CH3:8])[CH:7]=1.FC1C=CC(C)=C([N+]([O-])=[O:21])C=1. (5) Given the product [CH3:1][O:2][C:3](=[O:15])[CH:4]=[CH:5][C:6]1[CH:11]=[CH:10][C:9]([NH2:12])=[CH:8][CH:7]=1, predict the reactants needed to synthesize it. The reactants are: [CH3:1][O:2][C:3](=[O:15])[CH:4]=[CH:5][C:6]1[CH:11]=[CH:10][C:9]([N+:12]([O-])=O)=[CH:8][CH:7]=1.O.O.Cl[Sn]Cl.[OH-].[Na+].